Dataset: Reaction yield outcomes from USPTO patents with 853,638 reactions. Task: Predict the reaction yield, written as a fraction of the theoretical maximum amount of product (1.0 means a 100% yield; for example, 0.34 means a 34% yield). (1) The reactants are Br[C:2]1[CH:3]=[C:4]2[C:10]([C:11]3[CH:16]=[CH:15][CH:14]=[CH:13][C:12]=3[O:17][CH3:18])=[CH:9][N:8]([S:19]([C:22]3[CH:27]=[CH:26][C:25]([CH3:28])=[CH:24][CH:23]=3)(=[O:21])=[O:20])[C:5]2=[N:6][CH:7]=1.[NH:29]1[CH:33]=[CH:32][C:31](B(O)O)=[N:30]1.C(=O)([O-])[O-].[Na+].[Na+]. The catalyst is CN(C)C=O.C(OCC)(=O)C. The product is [CH3:18][O:17][C:12]1[CH:13]=[CH:14][CH:15]=[CH:16][C:11]=1[C:10]1[C:4]2[C:5](=[N:6][CH:7]=[C:2]([C:33]3[CH:32]=[CH:31][NH:30][N:29]=3)[CH:3]=2)[N:8]([S:19]([C:22]2[CH:23]=[CH:24][C:25]([CH3:28])=[CH:26][CH:27]=2)(=[O:21])=[O:20])[CH:9]=1. The yield is 0.802. (2) The reactants are O[CH2:2][C:3]1[CH:10]=[C:9]([CH3:11])[C:6]([C:7]#[N:8])=[C:5]([O:12][CH3:13])[N:4]=1.[C:14]1(=[O:24])[NH:18][C:17](=[O:19])[C:16]2=[CH:20][CH:21]=[CH:22][CH:23]=[C:15]12.C1(P(C2C=CC=CC=2)C2C=CC=CC=2)C=CC=CC=1.CC(OC(/N=N/C(OC(C)C)=O)=O)C. The catalyst is O1CCCC1. The product is [O:19]=[C:17]1[C:16]2[C:15](=[CH:23][CH:22]=[CH:21][CH:20]=2)[C:14](=[O:24])[N:18]1[CH2:2][C:3]1[CH:10]=[C:9]([CH3:11])[C:6]([C:7]#[N:8])=[C:5]([O:12][CH3:13])[N:4]=1. The yield is 0.820. (3) The product is [C:3]1(=[CH:1][CH2:2][CH2:11][C:10]([O:12][CH3:13])=[O:14])[CH2:8][CH2:7][CH2:6][CH2:5][CH2:4]1. The yield is 0.860. The catalyst is C(O)(=O)CC. The reactants are [CH:1]([C:3]1(O)[CH2:8][CH2:7][CH2:6][CH2:5][CH2:4]1)=[CH2:2].[C:10](OC)([O:14]C)([O:12][CH3:13])[CH3:11].